Dataset: Catalyst prediction with 721,799 reactions and 888 catalyst types from USPTO. Task: Predict which catalyst facilitates the given reaction. (1) Reactant: [Cl-].O[NH3+:3].[C:4](=[O:7])([O-])[OH:5].[Na+].CS(C)=O.[CH2:13]([C:17]1[N:18]=[C:19]([CH3:47])[N:20]([CH2:39][C:40]2[CH:45]=[CH:44][CH:43]=[CH:42][C:41]=2[Cl:46])[C:21](=[O:38])[C:22]=1[CH2:23][C:24]1[CH:29]=[CH:28][C:27]([C:30]2[C:31]([C:36]#[N:37])=[CH:32][CH:33]=[CH:34][CH:35]=2)=[CH:26][CH:25]=1)[CH2:14][CH2:15][CH3:16]. Product: [CH2:13]([C:17]1[N:18]=[C:19]([CH3:47])[N:20]([CH2:39][C:40]2[CH:45]=[CH:44][CH:43]=[CH:42][C:41]=2[Cl:46])[C:21](=[O:38])[C:22]=1[CH2:23][C:24]1[CH:25]=[CH:26][C:27]([C:30]2[CH:35]=[CH:34][CH:33]=[CH:32][C:31]=2[C:36]2[NH:3][C:4](=[O:7])[O:5][N:37]=2)=[CH:28][CH:29]=1)[CH2:14][CH2:15][CH3:16]. The catalyst class is: 13. (2) Reactant: O=[C:2]1[CH:7]([C:8]([O:10][CH2:11][CH3:12])=[O:9])[CH2:6][CH2:5][CH2:4][NH:3]1.F[B-](F)(F)F.C[O+](C)C.[CH3:22][O:23][C:24]1[CH:25]=[C:26]([CH:31]=[CH:32][C:33]=1[C:34]1[O:38][C:37]([CH3:39])=[N:36][CH:35]=1)[C:27]([NH:29][NH2:30])=O. Product: [CH3:22][O:23][C:24]1[CH:25]=[C:26]([C:27]2[N:3]3[CH2:4][CH2:5][CH2:6][CH:7]([C:8]([O:10][CH2:11][CH3:12])=[O:9])[C:2]3=[N:30][N:29]=2)[CH:31]=[CH:32][C:33]=1[C:34]1[O:38][C:37]([CH3:39])=[N:36][CH:35]=1. The catalyst class is: 10. (3) Reactant: [NH2:1][CH2:2][C:3]1[CH:4]=[C:5]([N:9]2[C:13]([C:14]([OH:16])=[O:15])=[CH:12][C:11]([C:17]([F:20])([F:19])[F:18])=[N:10]2)[CH:6]=[CH:7][CH:8]=1.[C:21](Cl)(=O)[C:22](Cl)=O. Product: [C:2]([C:3]1[CH:4]=[C:5]([N:9]2[C:13]([C:14]([O:16][CH2:21][CH3:22])=[O:15])=[CH:12][C:11]([C:17]([F:19])([F:20])[F:18])=[N:10]2)[CH:6]=[CH:7][CH:8]=1)#[N:1]. The catalyst class is: 139. (4) Reactant: F[C:2]1[CH:7]=[C:6]([Cl:8])[CH:5]=[CH:4][C:3]=1[N+:9]([O-:11])=[O:10].C(N(CC)CC)C.O.[C:20]1([SH:26])[CH:25]=[CH:24][CH:23]=[CH:22][CH:21]=1. Product: [Cl:8][C:6]1[CH:5]=[CH:4][C:3]([N+:9]([O-:11])=[O:10])=[C:2]([S:26][C:20]2[CH:25]=[CH:24][CH:23]=[CH:22][CH:21]=2)[CH:7]=1. The catalyst class is: 3. (5) Reactant: [Cl:1][C:2]1[CH:7]=[C:6]([N+:8]([O-:10])=[O:9])[CH:5]=[C:4]([Cl:11])[C:3]=1[OH:12].N12CCN(CC1)CC2.[CH3:21][N:22]([CH3:26])[C:23](Cl)=[S:24]. Product: [Cl:1][C:2]1[CH:7]=[C:6]([N+:8]([O-:10])=[O:9])[CH:5]=[C:4]([Cl:11])[C:3]=1[O:12][C:23](=[S:24])[N:22]([CH3:26])[CH3:21]. The catalyst class is: 42. (6) Reactant: [CH2:1]([O:3][C:4]([C:6]1[CH:7]=[C:8]([C:19](O)=[O:20])[CH:9]=[C:10]([C:12]2[CH:17]=[CH:16][C:15]([CH3:18])=[CH:14][CH:13]=2)[CH:11]=1)=[O:5])[CH3:2].Cl.CN(C)CCCN=C=NCC.O.ON1C2C=CC=CC=2N=N1.[NH2:45][C@@H:46]([CH3:49])[CH2:47][OH:48].C(N(CC)C(C)C)(C)C. Product: [OH:48][CH2:47][C@@H:46]([NH:45][C:19]([C:8]1[CH:7]=[C:6]([C:4]([O:3][CH2:1][CH3:2])=[O:5])[CH:11]=[C:10]([C:12]2[CH:13]=[CH:14][C:15]([CH3:18])=[CH:16][CH:17]=2)[CH:9]=1)=[O:20])[CH3:49]. The catalyst class is: 2.